From a dataset of Full USPTO retrosynthesis dataset with 1.9M reactions from patents (1976-2016). Predict the reactants needed to synthesize the given product. The reactants are: [CH3:1][O:2][C:3](=[O:29])/[CH:4]=[CH:5]/[C:6]1[CH:7]=[CH:8][C:9]2[O:26][C:13]3([CH2:18][CH2:17][N:16]([C:19]([O:21][C:22]([CH3:25])([CH3:24])[CH3:23])=[O:20])[CH2:15][CH2:14]3)[NH:12][C:11](=[O:27])[C:10]=2[CH:28]=1.[H-].[Na+].[CH3:32]I. Given the product [CH3:1][O:2][C:3](=[O:29])/[CH:4]=[CH:5]/[C:6]1[CH:7]=[CH:8][C:9]2[O:26][C:13]3([CH2:18][CH2:17][N:16]([C:19]([O:21][C:22]([CH3:24])([CH3:25])[CH3:23])=[O:20])[CH2:15][CH2:14]3)[N:12]([CH3:32])[C:11](=[O:27])[C:10]=2[CH:28]=1, predict the reactants needed to synthesize it.